From a dataset of Experimentally validated miRNA-target interactions with 360,000+ pairs, plus equal number of negative samples. Binary Classification. Given a miRNA mature sequence and a target amino acid sequence, predict their likelihood of interaction. (1) The miRNA is hsa-miR-4659a-3p with sequence UUUCUUCUUAGACAUGGCAACG. The protein sequence of the target gene is MSTGPIPPASEEGSFVSAPSFRSKQRKILHLLLERNTSFTIRSDFPESPKDKLHDSANLSILSGGTPKCCLDLSNLSSGEMSASPLTTSADLEDNGSLDSSGPLDRQLTGKDFHQDLMKGIPVQLLCSTPNAMNHGHRKKIAKRSTSAHKENINTSLKALEWEAPRTPRFRKMPGGPLTSPLCELEMKHLGSPITTVPKLSQNVKLEDQERISEDPMECSLGDQDAKGLSLRKMVPLCDMNAIQMEEEESGSELLIGDFSKVCVLPTVPGKHPDLKYISPDTVAALLSGKFQSVIERFYI.... Result: 0 (no interaction). (2) The miRNA is hsa-miR-4443 with sequence UUGGAGGCGUGGGUUUU. The protein sequence of the target gene is MAAANKGNKPRVRSIRFAAGHDAEGSHSHVHFDEKLHDSVVMVTQESDSSFLVKVGFLKILHRYEITFTLPPVHRLSKDVREAPVPSLHLKLLSVVPVPEGYSVKCEYSAHKEGVLKEEILLACEGGTGTCVRVTVQARVMDRHHGTPMLLDGVKCVGAELEYDSEHSDWHGFD. Result: 0 (no interaction). (3) The miRNA is hsa-miR-718 with sequence CUUCCGCCCCGCCGGGCGUCG. The protein sequence of the target gene is MVLSGSFRNDGLKASDVLPILKEKVAFVSGGRDKRGGPILTFPARSNHDRIRQEDLRKLVTYLASVPSEDVCKRGFTVIIDMRGSKWDLIKPLLKTLQEAFPAEIHVALIIKPDNFWQKQKTNFGSSKFIFETSMVSVEGLTKLVDPSQLTEEFDGSLDYNHEEWIELRLSLEEFFNSAVHLLSRLEDLQEMLARKEFPVDVEGSRRLIDEHTQLKKKVLKAPVEELDREGQRLLQCIRCSDGFSGRNCIPGSADFQSLVPKITSLLDKLHSTRQHLHQMWHVRKLKLDQCFQLRLFEQD.... Result: 0 (no interaction). (4) Result: 0 (no interaction). The miRNA is rno-let-7g-5p with sequence UGAGGUAGUAGUUUGUACAGUU. The protein sequence of the target gene is MNFQQRLQSLWTLARPFCPPLLATASQMQMVVLPCLGFTLLLWSQVSGAQGQEFHFGPCQVKGVVPQKLWEAFWAVKDTMQAQDNITSARLLQQEVLQNVSDAESCYLVHTLLEFYLKTVFKNYHNRTVEVRTLKSFSTLANNFVLIVSQLQPSQENEMFSIRDSAHRRFLLFRRAFKQLDVEAALTKALGEVDILLTWMQKFYKL.